Dataset: Catalyst prediction with 721,799 reactions and 888 catalyst types from USPTO. Task: Predict which catalyst facilitates the given reaction. (1) Reactant: [OH:1][C@H:2]([CH2:6][CH2:7][CH2:8][CH2:9][CH2:10][CH2:11][CH2:12][CH2:13][CH2:14][CH2:15][CH3:16])[CH2:3][C:4]#[N:5].C(Cl)Cl.C(N(CC)CC)C.[CH3:27][Si:28](Cl)([CH3:30])[CH3:29]. Product: [CH3:27][Si:28]([CH3:30])([CH3:29])[O:1][C@H:2]([CH2:6][CH2:7][CH2:8][CH2:9][CH2:10][CH2:11][CH2:12][CH2:13][CH2:14][CH2:15][CH3:16])[CH2:3][C:4]#[N:5]. The catalyst class is: 6. (2) Reactant: F[C:2]1[CH:11]=[C:10]([F:12])[CH:9]=[C:8]2[C:3]=1[CH:4]=[CH:5][C:6]([CH3:13])=[N:7]2.[NH:14]1[CH2:19][CH2:18][NH:17][CH2:16][CH2:15]1. Product: [F:12][C:10]1[CH:9]=[C:8]2[C:3]([CH:4]=[CH:5][C:6]([CH3:13])=[N:7]2)=[C:2]([N:14]2[CH2:19][CH2:18][NH:17][CH2:16][CH2:15]2)[CH:11]=1. The catalyst class is: 16.